Dataset: Full USPTO retrosynthesis dataset with 1.9M reactions from patents (1976-2016). Task: Predict the reactants needed to synthesize the given product. (1) Given the product [N+:1]([C:4]1[CH:5]=[C:6]2[C:10](=[CH:11][CH:12]=1)[N:9]([CH2:13][C:14]1[CH:22]=[CH:21][C:17]([C:18]([NH:52][C@H:51]([C:50]([O:49][CH2:47][CH3:48])=[O:60])[CH2:53][C:54]3[CH:59]=[CH:58][CH:57]=[CH:56][CH:55]=3)=[O:19])=[CH:16][CH:15]=1)[CH:8]=[CH:7]2)([O-:3])=[O:2], predict the reactants needed to synthesize it. The reactants are: [N+:1]([C:4]1[CH:5]=[C:6]2[C:10](=[CH:11][CH:12]=1)[N:9]([CH2:13][C:14]1[CH:22]=[CH:21][C:17]([C:18](O)=[O:19])=[CH:16][CH:15]=1)[CH:8]=[CH:7]2)([O-:3])=[O:2].Cl.CN(C)CCCN=C=NCC.O.ON1C2C=CC=CC=2N=N1.Cl.[CH2:47]([O:49][C:50](=[O:60])[C@H:51]([CH2:53][C:54]1[CH:59]=[CH:58][CH:57]=[CH:56][CH:55]=1)[NH2:52])[CH3:48].CN1CCOCC1. (2) Given the product [Cl:1][C:2]1[N:7]=[C:6]([N:31]2[CH2:32][CH2:33][CH2:34][C@@H:30]2[CH2:29][O:28][C:18]2[C:27]3[C:22](=[CH:23][CH:24]=[CH:25][CH:26]=3)[CH:21]=[CH:20][CH:19]=2)[CH:5]=[CH:4][N:3]=1, predict the reactants needed to synthesize it. The reactants are: [Cl:1][C:2]1[N:7]=[C:6](Cl)[CH:5]=[CH:4][N:3]=1.C(N(C(C)C)C(C)C)C.[C:18]1([O:28][CH2:29][C@H:30]2[CH2:34][CH2:33][CH2:32][NH:31]2)[C:27]2[C:22](=[CH:23][CH:24]=[CH:25][CH:26]=2)[CH:21]=[CH:20][CH:19]=1.O.